The task is: Predict the product of the given reaction.. This data is from Forward reaction prediction with 1.9M reactions from USPTO patents (1976-2016). The product is: [CH:15]1([C:13]([NH:12][C:7]2[N:8]=[CH:9][C:10]3[C:5]([CH:6]=2)=[CH:4][CH:3]=[C:2]([C:20]2[CH:21]=[C:22]([CH:26]=[CH:27][C:19]=2[CH3:18])[C:23]([OH:25])=[O:24])[CH:11]=3)=[O:14])[CH2:17][CH2:16]1. Given the reactants Br[C:2]1[CH:11]=[C:10]2[C:5]([CH:6]=[C:7]([NH:12][C:13]([CH:15]3[CH2:17][CH2:16]3)=[O:14])[N:8]=[CH:9]2)=[CH:4][CH:3]=1.[CH3:18][C:19]1[CH:27]=[CH:26][C:22]([C:23]([OH:25])=[O:24])=[CH:21][C:20]=1B1OC(C)(C)C(C)(C)O1.C(=O)([O-])[O-].[K+].[K+].O1CCOCC1.O.C(O)(=O)CC(CC(O)=O)(C(O)=O)O, predict the reaction product.